From a dataset of Full USPTO retrosynthesis dataset with 1.9M reactions from patents (1976-2016). Predict the reactants needed to synthesize the given product. (1) Given the product [S:13]1[C:9]([C:6]2[CH:5]=[CH:4][C:3]([OH:2])=[CH:8][CH:7]=2)=[CH:10][N:11]=[CH:12]1, predict the reactants needed to synthesize it. The reactants are: C[O:2][C:3]1[CH:8]=[CH:7][C:6]([C:9]2[S:13][CH:12]=[N:11][CH:10]=2)=[CH:5][CH:4]=1.Br. (2) The reactants are: [CH3:1][C:2]([C:4]1[CH:9]=[CH:8][C:7](I)=[CH:6][CH:5]=1)=[O:3].[CH2:11]([O:13][C:14](=[O:19])[C:15](Br)([F:17])[F:16])[CH3:12]. Given the product [CH2:11]([O:13][C:14](=[O:19])[C:15]([C:7]1[CH:8]=[CH:9][C:4]([C:2](=[O:3])[CH3:1])=[CH:5][CH:6]=1)([F:17])[F:16])[CH3:12], predict the reactants needed to synthesize it. (3) Given the product [CH2:1]([O:8][C:9]1[C:10]([Cl:20])=[CH:11][C:12]([S:25][CH2:24][CH2:23][Si:22]([CH3:27])([CH3:26])[CH3:21])=[C:13]2[C:18]=1[N:17]=[CH:16][CH:15]=[CH:14]2)[C:2]1[CH:7]=[CH:6][CH:5]=[CH:4][CH:3]=1, predict the reactants needed to synthesize it. The reactants are: [CH2:1]([O:8][C:9]1[C:10]([Cl:20])=[CH:11][C:12](Br)=[C:13]2[C:18]=1[N:17]=[CH:16][CH:15]=[CH:14]2)[C:2]1[CH:7]=[CH:6][CH:5]=[CH:4][CH:3]=1.[CH3:21][Si:22]([CH3:27])([CH3:26])[CH2:23][CH2:24][SH:25].